This data is from Retrosynthesis with 50K atom-mapped reactions and 10 reaction types from USPTO. The task is: Predict the reactants needed to synthesize the given product. (1) Given the product O=C(c1cnc(OC2CN3CCC2CC3)nc1C(F)(F)F)N1CCS(=O)(=O)CC1, predict the reactants needed to synthesize it. The reactants are: O=C(c1cnc(Cl)nc1C(F)(F)F)N1CCS(=O)(=O)CC1.OC1CN2CCC1CC2. (2) Given the product NS(=O)(=O)c1cc(C(=O)Nn2c(SCc3ccccc3)nc3cc(C(=O)O)ccc32)ccc1Cl, predict the reactants needed to synthesize it. The reactants are: COC(=O)c1ccc2c(c1)nc(SCc1ccccc1)n2NC(=O)c1ccc(Cl)c(S(N)(=O)=O)c1. (3) The reactants are: CNC(=O)c1cccc([N+](=O)[O-])c1Br.Nc1cncc(F)c1. Given the product CNC(=O)c1cccc([N+](=O)[O-])c1Nc1cncc(F)c1, predict the reactants needed to synthesize it. (4) Given the product O=Cc1ccncc1Br, predict the reactants needed to synthesize it. The reactants are: Brc1cccnc1.CC(C)[N-]C(C)C.CN(C)C=O. (5) Given the product CCOC(=O)C[C@H]1CC[C@H](CO)CC1, predict the reactants needed to synthesize it. The reactants are: CCOC(=O)C[C@H]1CC[C@H](C(=O)O)CC1. (6) Given the product CC(C)(C)OC(=O)N1[C@H](C(=O)Nc2cccc(OC(F)F)n2)C[C@H]2C[C@H]21, predict the reactants needed to synthesize it. The reactants are: CC(C)(C)OC(=O)N1[C@H](C(=O)O)C[C@H]2C[C@H]21.Nc1cccc(OC(F)F)n1. (7) Given the product N#CC(c1ccccc1)(c1ccccc1)C12CC[N+](CCCOc3ccccc3)(CC1)C2, predict the reactants needed to synthesize it. The reactants are: BrCCCOc1ccccc1.N#CC(c1ccccc1)(c1ccccc1)C12CCN(CC1)C2. (8) Given the product CCOC(=O)Cc1ccc(Oc2ccc(C(=O)NCCc3ccc(Cl)cc3)cc2)c(-c2cccc(S(C)(=O)=O)c2)c1, predict the reactants needed to synthesize it. The reactants are: CCOC(=O)Cc1ccc(Oc2ccc(C(=O)NCCc3ccc(Cl)cc3)cc2)c(Br)c1.CS(=O)(=O)c1cccc(B(O)O)c1. (9) Given the product CN(C)CCC(c1ccc(C(=O)O)cc1)c1ccccn1, predict the reactants needed to synthesize it. The reactants are: CCOC(=O)c1ccc(C(CCN(C)C)c2ccccn2)cc1. (10) Given the product CC(=O)Nc1ccc(-c2nc3ccccc3n2C(C(=O)NC2CCCCC2)C2CCCCC2)cc1, predict the reactants needed to synthesize it. The reactants are: CC(=O)OC(C)=O.Nc1ccc(-c2nc3ccccc3n2C(C(=O)NC2CCCCC2)C2CCCCC2)cc1.